The task is: Predict the reaction yield, written as a fraction of the theoretical maximum amount of product (1.0 means a 100% yield; for example, 0.34 means a 34% yield).. This data is from Reaction yield outcomes from USPTO patents with 853,638 reactions. (1) The reactants are [CH2:1]([O:4][C@@:5]([CH3:10])([CH:8]=[CH2:9])[CH2:6][OH:7])[CH:2]=[CH2:3].CCN(C(C)C)C(C)C.[C:20](Cl)(=[O:27])[C:21]1[CH:26]=[CH:25][CH:24]=[CH:23][CH:22]=1. The catalyst is C(Cl)Cl.C(#N)C.CCOC(C)=O.CCCCCC. The product is [C:20]([O:7][CH2:6][C@:5]([O:4][CH2:1][CH:2]=[CH2:3])([CH3:10])[CH:8]=[CH2:9])(=[O:27])[C:21]1[CH:26]=[CH:25][CH:24]=[CH:23][CH:22]=1. The yield is 0.600. (2) The reactants are Br[C:2]1[CH:7]=[CH:6][C:5]([F:8])=[CH:4][N:3]=1.C([Li])(C)(C)C.CCCCC.[Cl:19][C:20]1[C:29]2[C:24](=[CH:25][CH:26]=[CH:27][CH:28]=2)[N:23]=[C:22]([C:30](OCC)=[O:31])[N:21]=1.[Cl-].[NH4+]. The catalyst is C(OCC)C.C(OCC)C.C(Cl)Cl. The product is [Cl:19][C:20]1[C:29]2[C:24](=[CH:25][CH:26]=[CH:27][CH:28]=2)[N:23]=[C:22]([C:30]([C:2]2[CH:7]=[CH:6][C:5]([F:8])=[CH:4][N:3]=2)=[O:31])[N:21]=1. The yield is 0.250. (3) The reactants are Br[C:2]1[CH:3]=[C:4]2[C:8](=[CH:9][CH:10]=1)[N:7]([CH2:11][CH2:12][N:13]1[CH2:17][CH2:16][CH2:15][CH2:14]1)[N:6]=[CH:5]2.[Cl:18][C:19]1[CH:20]=[CH:21][C:22]([CH2:25][O:26][C:27]2[CH:32]=[CH:31][NH:30][C:29](=[O:33])[CH:28]=2)=[N:23][CH:24]=1. No catalyst specified. The product is [ClH:18].[Cl:18][C:19]1[CH:20]=[CH:21][C:22]([CH2:25][O:26][C:27]2[CH:32]=[CH:31][N:30]([C:2]3[CH:3]=[C:4]4[C:8](=[CH:9][CH:10]=3)[N:7]([CH2:11][CH2:12][N:13]3[CH2:17][CH2:16][CH2:15][CH2:14]3)[N:6]=[CH:5]4)[C:29](=[O:33])[CH:28]=2)=[N:23][CH:24]=1. The yield is 0.360. (4) The reactants are [Cl:1][C:2]1[CH:7]=[CH:6][N:5]=[C:4]([N+:8]([O-:10])=[O:9])[C:3]=1[NH:11][C:12](=[O:16])[O:13][CH2:14][CH3:15].[C:17](=O)([O-])[O-].[K+].[K+].S(OC)(OC)(=O)=O. The catalyst is CC(C)=O.O. The product is [Cl:1][C:2]1[CH:7]=[CH:6][N:5]=[C:4]([N+:8]([O-:10])=[O:9])[C:3]=1[N:11]([CH3:17])[C:12](=[O:16])[O:13][CH2:14][CH3:15]. The yield is 0.930. (5) The reactants are Cl.C(N=C=NCCCN(C)C)C.[CH3:13][N:14]1[C:19](=[O:20])[CH:18]=[CH:17][C:16]([N:21]2[CH2:26][CH2:25][CH:24]([C:27]([OH:29])=O)[CH2:23][CH2:22]2)=[N:15]1.[C:30]([O:34][C:35](=[O:43])[NH:36][CH2:37][CH2:38][NH:39][CH2:40][CH:41]=[CH2:42])([CH3:33])([CH3:32])[CH3:31].S([O-])(O)(=O)=O.[K+]. The catalyst is CN(C)C1C=CN=CC=1.CN(C)C=O.O. The product is [C:30]([O:34][C:35](=[O:43])[NH:36][CH2:37][CH2:38][N:39]([CH2:40][CH:41]=[CH2:42])[C:27]([CH:24]1[CH2:23][CH2:22][N:21]([C:16]2[CH:17]=[CH:18][C:19](=[O:20])[N:14]([CH3:13])[N:15]=2)[CH2:26][CH2:25]1)=[O:29])([CH3:33])([CH3:32])[CH3:31]. The yield is 0.950.